Dataset: hERG Central: cardiac toxicity at 1µM, 10µM, and general inhibition. Task: Predict hERG channel inhibition at various concentrations. (1) The drug is O=C1OCCC1Sc1nc2ccccc2c(=O)n1Cc1ccc(F)cc1. Results: hERG_inhib (hERG inhibition (general)): blocker. (2) The drug is Cc1ccc2nc3nc(NCC4CCCO4)c(C(=O)NC4CCCCC4)cc3c(=O)n2c1. Results: hERG_inhib (hERG inhibition (general)): blocker.